From a dataset of Reaction yield outcomes from USPTO patents with 853,638 reactions. Predict the reaction yield, written as a fraction of the theoretical maximum amount of product (1.0 means a 100% yield; for example, 0.34 means a 34% yield). The reactants are [NH2:1][C:2]1[S:3][CH:4]=[CH:5][N:6]=1.Br[CH2:8][C:9]([C:11]1[CH:16]=[CH:15][C:14]([F:17])=[C:13]([O:18][CH3:19])[CH:12]=1)=O.[OH-].[NH4+]. The catalyst is C(O)C. The product is [F:17][C:14]1[CH:15]=[CH:16][C:11]([C:9]2[N:1]=[C:2]3[N:6]([CH:8]=2)[CH:5]=[CH:4][S:3]3)=[CH:12][C:13]=1[O:18][CH3:19]. The yield is 0.660.